Dataset: Forward reaction prediction with 1.9M reactions from USPTO patents (1976-2016). Task: Predict the product of the given reaction. (1) Given the reactants C([O:5][C:6]([C:8]1([N:18]([C:20]([O:22][CH2:23][CH:24]([CH3:26])[CH3:25])=[O:21])[CH3:19])[CH2:17][CH2:16][C:15]2[C:10](=[CH:11][CH:12]=[CH:13][CH:14]=2)[CH2:9]1)=[O:7])(C)(C)C.[O:27]1CCOC[CH2:28]1, predict the reaction product. The product is: [CH2:23]([O:22][C:20]([N:18]([CH3:19])[C:8]1([C:6]([OH:5])=[O:7])[CH2:17][CH2:16][C:15]2[C:10](=[C:11]([O:27][CH3:28])[CH:12]=[CH:13][CH:14]=2)[CH2:9]1)=[O:21])[CH:24]([CH3:25])[CH3:26]. (2) Given the reactants I[C:2]1([C:27](OC(C)(C)C)=O)[C:10]2[C:5](=[CH:6][CH:7]=[C:8]([N:11]([S:19]([C:22]3[S:23][CH:24]=[CH:25][CH:26]=3)(=[O:21])=[O:20])C(OC(C)(C)C)=O)[CH:9]=2)[N:4]=[N:3]1.N[C:35]1[CH:36]=[C:37]2[C:41](=[CH:42][CH:43]=1)[NH:40]N=[C:38]2I.S1C=CC=C1S(Cl)(=O)=O.C(OC(OC(C)(C)C)=O)(OC(C)(C)C)=O, predict the reaction product. The product is: [NH:40]1[C:41]2[C:37](=[CH:36][CH:35]=[CH:43][CH:42]=2)[CH:38]=[C:27]1[C:2]1[C:10]2[C:5](=[CH:6][CH:7]=[C:8]([NH:11][S:19]([C:22]3[S:23][CH:24]=[CH:25][CH:26]=3)(=[O:20])=[O:21])[CH:9]=2)[NH:4][N:3]=1. (3) Given the reactants [F:1][C:2]([F:21])([F:20])[C:3](=O)[CH2:4][C:5]([C:7]1[CH:12]=[CH:11][C:10]([C:13]2[O:14][CH:15]=[CH:16][CH:17]=2)=[C:9]([CH3:18])[CH:8]=1)=O.Cl.[S:23]([C:27]1[CH:32]=[CH:31][C:30]([NH:33][NH2:34])=[CH:29][CH:28]=1)(=[O:26])(=[O:25])[NH2:24], predict the reaction product. The product is: [O:14]1[CH:15]=[CH:16][CH:17]=[C:13]1[C:10]1[CH:11]=[CH:12][C:7]([C:5]2[N:33]([C:30]3[CH:29]=[CH:28][C:27]([S:23]([NH2:24])(=[O:26])=[O:25])=[CH:32][CH:31]=3)[N:34]=[C:3]([C:2]([F:21])([F:20])[F:1])[CH:4]=2)=[CH:8][C:9]=1[CH3:18]. (4) Given the reactants [NH3:1].[CH2:2]([O:4][C:5]([C:7]1[C:8]2[S:16][CH:15]=[C:14]([CH2:17][O:18][C:19]3[CH:24]=[CH:23][CH:22]=[C:21]([C:25]4[N:26]=[N:27][N:28]([CH3:30])[N:29]=4)[CH:20]=3)[C:9]=2[C:10](Cl)=[N:11][CH:12]=1)=[O:6])[CH3:3], predict the reaction product. The product is: [CH2:2]([O:4][C:5]([C:7]1[C:8]2[S:16][CH:15]=[C:14]([CH2:17][O:18][C:19]3[CH:24]=[CH:23][CH:22]=[C:21]([C:25]4[N:26]=[N:27][N:28]([CH3:30])[N:29]=4)[CH:20]=3)[C:9]=2[C:10]([NH2:1])=[N:11][CH:12]=1)=[O:6])[CH3:3]. (5) Given the reactants C[Si]([C:5]#[C:6][C:7]1[CH:8]=[CH:9][C:10]2[N:14]=[CH:13][N:12]([CH2:15][C:16]3[CH:32]=[CH:31][C:19]4[N:20]=[C:21]([NH:23][C@@H:24]5[CH2:29][CH2:28][CH2:27][CH2:26][C@H:25]5[OH:30])[S:22][C:18]=4[CH:17]=3)[C:11]=2[CH:33]=1)(C)C.C[Si](C#CC1C=CC2N(CC3C=CC4N=C(N[C@@H]5CCCC[C@H]5O)SC=4C=3)C=NC=2C=1)(C)C, predict the reaction product. The product is: [C:6]([C:7]1[CH:8]=[CH:9][C:10]2[N:14]=[CH:13][N:12]([CH2:15][C:16]3[CH:32]=[CH:31][C:19]4[N:20]=[C:21]([NH:23][C@@H:24]5[CH2:29][CH2:28][CH2:27][CH2:26][C@H:25]5[OH:30])[S:22][C:18]=4[CH:17]=3)[C:11]=2[CH:33]=1)#[CH:5]. (6) Given the reactants Br[C:2]1[S:3][C:4]2[CH2:5][C:6]3[C:12]([C:13]4[CH:18]=[CH:17][C:16]([O:19][CH3:20])=[CH:15][CH:14]=4)=[N:11][N:10]([CH2:21][O:22][CH2:23][CH2:24][Si:25]([CH3:28])([CH3:27])[CH3:26])[C:7]=3[C:8]=2[CH:9]=1.CC1(C)C(C)(C)OB([C:37]2[CH:38]=[CH:39][C:40](N)=[N:41][CH:42]=2)O1.[C:45]([O-])([O-])=[O:46].[Na+].[Na+], predict the reaction product. The product is: [CH3:20][O:19][C:16]1[CH:17]=[CH:18][C:13]([C:12]2[C:6]3[CH2:5][C:4]4[S:3][C:2]([C:37]5[CH:42]=[N:41][C:40]([O:46][CH3:45])=[CH:39][CH:38]=5)=[CH:9][C:8]=4[C:7]=3[N:10]([CH2:21][O:22][CH2:23][CH2:24][Si:25]([CH3:27])([CH3:26])[CH3:28])[N:11]=2)=[CH:14][CH:15]=1.